From a dataset of Forward reaction prediction with 1.9M reactions from USPTO patents (1976-2016). Predict the product of the given reaction. (1) Given the reactants [CH3:1][O-:2].[Na+].[Br:4][C:5]1[C:6](Cl)=[N:7][C:8]([Cl:11])=[N:9][CH:10]=1, predict the reaction product. The product is: [Br:4][C:5]1[C:6]([O:2][CH3:1])=[N:7][C:8]([Cl:11])=[N:9][CH:10]=1. (2) Given the reactants [F:1][C:2]1([F:41])[CH2:5][CH:4]([NH:6][C:7]([NH:9][C@:10]([C:32]2[CH:37]=[CH:36][C:35]([F:38])=[C:34]([CH:39]=O)[CH:33]=2)([C:18]2[CH:23]=[C:22]([O:24][C:25]([F:30])([F:29])[CH:26]([F:28])[F:27])[CH:21]=[C:20]([F:31])[CH:19]=2)[CH2:11][C:12]2[CH:17]=[CH:16][CH:15]=[CH:14][CH:13]=2)=[O:8])[CH2:3]1.[NH:42]([CH3:44])[CH3:43].C(O)(=O)C.[BH3-]C#N.[Na+], predict the reaction product. The product is: [F:1][C:2]1([F:41])[CH2:5][CH:4]([NH:6][C:7]([NH:9][C@:10]([C:32]2[CH:37]=[CH:36][C:35]([F:38])=[C:34]([CH2:39][N:42]([CH3:44])[CH3:43])[CH:33]=2)([C:18]2[CH:23]=[C:22]([O:24][C:25]([F:30])([F:29])[CH:26]([F:27])[F:28])[CH:21]=[C:20]([F:31])[CH:19]=2)[CH2:11][C:12]2[CH:17]=[CH:16][CH:15]=[CH:14][CH:13]=2)=[O:8])[CH2:3]1. (3) Given the reactants Cl[C:2]1[C:11]2[CH:10]=[C:9]3[O:12][CH2:13][O:14][C:8]3=[CH:7][C:6]=2[N:5]=[C:4]([CH3:15])[CH:3]=1.[N+:16]([C:19]1[CH:24]=[CH:23][C:22]([OH:25])=[CH:21][CH:20]=1)([O-:18])=[O:17], predict the reaction product. The product is: [CH3:15][C:4]1[CH:3]=[C:2]([O:25][C:22]2[CH:23]=[CH:24][C:19]([N+:16]([O-:18])=[O:17])=[CH:20][CH:21]=2)[C:11]2[CH:10]=[C:9]3[O:12][CH2:13][O:14][C:8]3=[CH:7][C:6]=2[N:5]=1.